From a dataset of Catalyst prediction with 721,799 reactions and 888 catalyst types from USPTO. Predict which catalyst facilitates the given reaction. Reactant: [S:1](Cl)([C:4]1[C:16]2[CH:15]=[CH:14][CH:13]=[C:9]([N:10]([CH3:12])[CH3:11])[C:8]=2[CH:7]=[CH:6][CH:5]=1)(=[O:3])=[O:2].[CH2:18]([O:20][CH:21]([O:26][CH2:27][CH3:28])[CH2:22][CH2:23][CH2:24][NH2:25])[CH3:19].CCN(CC)CC. Product: [CH2:27]([O:26][CH:21]([O:20][CH2:18][CH3:19])[CH2:22][CH2:23][CH2:24][NH:25][S:1]([C:4]1[C:16]2[C:8](=[C:9]([N:10]([CH3:12])[CH3:11])[CH:13]=[CH:14][CH:15]=2)[CH:7]=[CH:6][CH:5]=1)(=[O:3])=[O:2])[CH3:28]. The catalyst class is: 2.